Dataset: TCR-epitope binding with 47,182 pairs between 192 epitopes and 23,139 TCRs. Task: Binary Classification. Given a T-cell receptor sequence (or CDR3 region) and an epitope sequence, predict whether binding occurs between them. The epitope is TPGPGVRYPL. The TCR CDR3 sequence is CASSPRGTRTDTQYF. Result: 1 (the TCR binds to the epitope).